From a dataset of Full USPTO retrosynthesis dataset with 1.9M reactions from patents (1976-2016). Predict the reactants needed to synthesize the given product. (1) Given the product [Cl:30][C:31]1[CH:32]=[C:33]([NH:34][C:2]2[CH:7]=[C:6]([NH:8][CH2:9][CH:10]3[CH2:12][CH2:11]3)[N:5]3[N:13]=[CH:14][C:15]([CH:16]=[C:17]4[CH2:21][C:20](=[O:22])[NH:19][C:18]4=[O:23])=[C:4]3[N:3]=2)[CH:35]=[CH:36][CH:37]=1, predict the reactants needed to synthesize it. The reactants are: Cl[C:2]1[CH:7]=[C:6]([NH:8][CH2:9][CH:10]2[CH2:12][CH2:11]2)[N:5]2[N:13]=[CH:14][C:15]([CH:16]=[C:17]3[CH2:21][C:20](=[O:22])[NH:19][C:18]3=[O:23])=[C:4]2[N:3]=1.C(=O)([O-])[O-].[Cs+].[Cs+].[Cl:30][C:31]1[CH:32]=[C:33]([CH:35]=[CH:36][CH:37]=1)[NH2:34].C1C=CC(P(C2C(C3C(P(C4C=CC=CC=4)C4C=CC=CC=4)=CC=C4C=3C=CC=C4)=C3C(C=CC=C3)=CC=2)C2C=CC=CC=2)=CC=1.NC1C=CC=CC=1. (2) Given the product [Br:1][C:2]1[CH:7]=[C:6]2[C:5](=[C:4]([O:14][CH3:15])[CH:3]=1)[NH:8][C:9](=[O:13])[C:10]2=[O:16], predict the reactants needed to synthesize it. The reactants are: [Br:1][C:2]1[CH:7]=[CH:6][C:5]([NH:8][C:9](=[O:13])[CH:10]=NO)=[C:4]([O:14][CH3:15])[CH:3]=1.[OH:16]S(O)(=O)=O. (3) Given the product [C:13](=[O:21])([O:10][C:5]1([C:4]([F:12])([F:11])[F:3])[CH2:9][CH2:8][O:7][CH2:6]1)[O:14][C:15]1[CH:20]=[CH:19][CH:18]=[CH:17][N:16]=1, predict the reactants needed to synthesize it. The reactants are: [H-].[Na+].[F:3][C:4]([F:12])([F:11])[C:5]1([OH:10])[CH2:9][CH2:8][O:7][CH2:6]1.[C:13](=O)([O:21]C1C=CC=CN=1)[O:14][C:15]1[CH:20]=[CH:19][CH:18]=[CH:17][N:16]=1. (4) Given the product [CH3:8][C:9]1[CH:14]=[C:13]([CH3:15])[N:12]=[C:11]([NH:16][C:17](=[O:47])[C:18]2[CH:23]=[C:22]([F:24])[CH:21]=[CH:20][C:19]=2[NH:25][C:26](=[O:46])[C:27]2[CH:32]=[CH:31][C:30]([N:33]3[CH2:34][CH2:35][CH2:36][CH2:37]3)=[CH:29][C:28]=2[O:38][CH:39]2[CH2:40][CH2:41][N:42]([CH3:45])[CH2:43][CH2:44]2)[CH:10]=1, predict the reactants needed to synthesize it. The reactants are: FC(F)(F)C(O)=O.[CH3:8][C:9]1[CH:14]=[C:13]([CH3:15])[N:12]=[C:11]([NH:16][C:17](=[O:47])[C:18]2[CH:23]=[C:22]([F:24])[CH:21]=[CH:20][C:19]=2[NH:25][C:26](=[O:46])[C:27]2[CH:32]=[CH:31][C:30]([N:33]3[CH2:37][CH2:36][CH2:35][CH2:34]3)=[CH:29][C:28]=2[O:38][CH:39]2[CH2:44][CH2:43][N:42]([CH3:45])[CH2:41][CH2:40]2)[CH:10]=1.FC1C=CC2N=C(C3C=CC(N4CCCC4)=CC=3OC3CCN(C)CC3)OC(=O)C=2C=1.CC1C=C(C)N=CC=1. (5) Given the product [CH2:1]([N:4]1[C:12]2[C:7](=[CH:8][CH:9]=[CH:10][C:11]=2[Cl:13])[C:6]([C:14]2[CH:19]=[CH:18][C:17]([OH:20])=[CH:16][C:15]=2[OH:22])=[N:5]1)[CH:2]=[CH2:3], predict the reactants needed to synthesize it. The reactants are: [CH2:1]([N:4]1[C:12]2[C:7](=[CH:8][CH:9]=[CH:10][C:11]=2[Cl:13])[C:6]([C:14]2[CH:19]=[CH:18][C:17]([O:20]C)=[CH:16][C:15]=2[O:22]C)=[N:5]1)[CH:2]=[CH2:3].B(Br)(Br)Br.C1CCCCC=1.